From a dataset of Forward reaction prediction with 1.9M reactions from USPTO patents (1976-2016). Predict the product of the given reaction. (1) Given the reactants Cl.Cl.[NH:3]1[C:11]2[C:6](=[CH:7][C:8]([C:12]3[C:20]4[C:19]([NH2:21])=[N:18][CH:17]=[N:16][C:15]=4[N:14]([CH3:22])[CH:13]=3)=[CH:9][CH:10]=2)[CH2:5][CH2:4]1.[F:23][C:24]([F:36])([F:35])[C:25]1[N:30]=[C:29]([CH2:31][C:32](O)=[O:33])[CH:28]=[CH:27][CH:26]=1.CN(C(ON1N=NC2C=CC=NC1=2)=[N+](C)C)C.F[P-](F)(F)(F)(F)F.CCN(C(C)C)C(C)C, predict the reaction product. The product is: [CH3:22][N:14]1[C:15]2[N:16]=[CH:17][N:18]=[C:19]([NH2:21])[C:20]=2[C:12]([C:8]2[CH:7]=[C:6]3[C:11](=[CH:10][CH:9]=2)[N:3]([C:32](=[O:33])[CH2:31][C:29]2[CH:28]=[CH:27][CH:26]=[C:25]([C:24]([F:23])([F:36])[F:35])[N:30]=2)[CH2:4][CH2:5]3)=[CH:13]1. (2) The product is: [CH2:34]([N:61]1[CH2:62][CH:58]([C:53]2[CH:54]=[CH:55][C:56]([Cl:57])=[C:51]([Cl:50])[CH:52]=2)[CH:59]([CH:63]([O:27][C:24]2[CH:23]=[CH:22][C:21]([Cl:20])=[CH:26][N:25]=2)[CH3:64])[CH2:60]1)[C:31]1[CH:32]=[CH:33][CH:28]=[CH:29][CH:30]=1. Given the reactants C1C=CC(P(C2C=CC=CC=2)C2C=CC=CC=2)=CC=1.[Cl:20][C:21]1[CH:22]=[CH:23][C:24]([OH:27])=[N:25][CH:26]=1.[CH:28]1[CH:33]=[CH:32][C:31]([CH2:34]OC(/N=N/C(O[CH2:34][C:31]2[CH:32]=[CH:33][CH:28]=[CH:29][CH:30]=2)=O)=O)=[CH:30][CH:29]=1.[Cl:50][C:51]1[CH:52]=[C:53]([CH:58]2[CH2:62][NH:61][CH2:60][CH:59]2[CH:63](O)[CH3:64])[CH:54]=[CH:55][C:56]=1[Cl:57], predict the reaction product. (3) Given the reactants [Cl:1][C:2]1[CH:7]=[C:6]([NH:8][C:9]2[CH:14]=[CH:13][C:12]([F:15])=[CH:11][C:10]=2[F:16])[CH:5]=[CH:4][C:3]=1[C:17]([C:19]1[CH:24]=[C:23]([C:25]2[N:26]=[N:27][N:28]([CH2:30][CH:31]3[CH2:35][O:34]C(C)(C)[O:32]3)[CH:29]=2)[CH:22]=[CH:21][C:20]=1[CH3:38])=[O:18].Cl.CCOC(C)=O, predict the reaction product. The product is: [Cl:1][C:2]1[CH:7]=[C:6]([NH:8][C:9]2[CH:14]=[CH:13][C:12]([F:15])=[CH:11][C:10]=2[F:16])[CH:5]=[CH:4][C:3]=1[C:17]([C:19]1[CH:24]=[C:23]([C:25]2[N:26]=[N:27][N:28]([CH2:30][CH:31]([OH:32])[CH2:35][OH:34])[CH:29]=2)[CH:22]=[CH:21][C:20]=1[CH3:38])=[O:18]. (4) Given the reactants Br[C:2]1[N:3]=[CH:4][N:5]([C:7]2[N:12]=[C:11]([C:13]3[CH:18]=[CH:17][C:16]([C:19]([F:22])([F:21])[F:20])=[C:15]([F:23])[CH:14]=3)[CH:10]=[C:9]([C:24]([F:27])([F:26])[F:25])[N:8]=2)[CH:6]=1.[NH2:28][C:29]1[CH:34]=[CH:33][C:32](B2OC(C)(C)C(C)(C)O2)=[CH:31][N:30]=1, predict the reaction product. The product is: [F:23][C:15]1[CH:14]=[C:13]([C:11]2[CH:10]=[C:9]([C:24]([F:27])([F:26])[F:25])[N:8]=[C:7]([N:5]3[CH:6]=[C:2]([C:32]4[CH:33]=[CH:34][C:29]([NH2:28])=[N:30][CH:31]=4)[N:3]=[CH:4]3)[N:12]=2)[CH:18]=[CH:17][C:16]=1[C:19]([F:22])([F:21])[F:20].